From a dataset of Peptide-MHC class I binding affinity with 185,985 pairs from IEDB/IMGT. Regression. Given a peptide amino acid sequence and an MHC pseudo amino acid sequence, predict their binding affinity value. This is MHC class I binding data. The peptide sequence is CMLTEFLHY. The MHC is HLA-A29:02 with pseudo-sequence YTAMYLQNVAQTDANTLYIMYRDYTWAVLAYTWY. The binding affinity (normalized) is 0.881.